Dataset: Reaction yield outcomes from USPTO patents with 853,638 reactions. Task: Predict the reaction yield, written as a fraction of the theoretical maximum amount of product (1.0 means a 100% yield; for example, 0.34 means a 34% yield). (1) The reactants are [Cl-].[C:2]([NH:5][C:6]1[S:7][CH:8]=[C:9](C[P+](C2C=CC=CC=2)(C2C=CC=CC=2)C2C=CC=CC=2)[N:10]=1)(=[O:4])[CH3:3].O[C:32]1C=C(C=C[CH:39]=1)C=O.[O:40]1[CH2:44][CH2:43][CH2:42][CH2:41]1.[CH3:45][C:46](C)([O-])C.[K+].O. The catalyst is CN(C)C=O. The product is [OH:40][C:44]1[CH:43]=[CH:42][C:41]([CH:45]=[CH:46][N:10]2[CH:9]=[CH:8][S:7][CH:6]2[NH:5][C:2](=[O:4])[CH3:3])=[CH:39][CH:32]=1. The yield is 0.916. (2) The reactants are Cl[C:2]1C=C(NC2C=CC(N3CCN(C)CC3)=CN=2)C2N(C=CN=2)C=1.Br[C:26]1[C:27]2[N:28]([CH:33]=[CH:34][N:35]=2)[N:29]=[C:30]([Cl:32])[CH:31]=1.[NH2:36][C:37]1[N:42]=[CH:41][C:40]([N:43]2[CH2:48][CH2:47][N:46]([C:49]([O:51][C:52]([CH3:55])([CH3:54])[CH3:53])=[O:50])[CH2:45][CH2:44]2)=[CH:39][CH:38]=1. No catalyst specified. The product is [Cl:32][C:30]1[CH:31]=[C:26]([NH:36][C:37]2[N:42]=[CH:41][C:40]([N:43]3[CH2:48][CH2:47][N:46]([C:49]([O:51][C:52]([CH3:55])([CH3:54])[CH3:53])=[O:50])[CH2:45][C@@H:44]3[CH3:2])=[CH:39][CH:38]=2)[C:27]2[N:28]([CH:33]=[CH:34][N:35]=2)[N:29]=1. The yield is 0.800. (3) The reactants are [CH2:1]([N:8]1[CH2:12][C@@H:11]([C:13]2[CH:18]=[CH:17][C:16]([Cl:19])=[CH:15][CH:14]=2)[C@@H:10]([C:20]([OH:22])=[O:21])[CH2:9]1)[C:2]1[CH:7]=[CH:6][CH:5]=[CH:4][CH:3]=1.S(=O)(=O)(O)O.[C:28](OC)(C)(C)C.C(=O)([O-])[O-].[Na+].[Na+]. The catalyst is CO. The product is [CH3:28][O:21][C:20]([C@@H:10]1[C@H:11]([C:13]2[CH:14]=[CH:15][C:16]([Cl:19])=[CH:17][CH:18]=2)[CH2:12][N:8]([CH2:1][C:2]2[CH:3]=[CH:4][CH:5]=[CH:6][CH:7]=2)[CH2:9]1)=[O:22]. The yield is 0.980. (4) The yield is 0.830. The product is [Br:1][C:2]1[CH:7]=[CH:6][C:5]([NH:8][C:9]2[NH:17][C:16](=[O:43])[CH:15]=[CH:14][C:10]=2[C:11]([OH:13])=[O:12])=[C:4]([F:19])[CH:3]=1. The reactants are [Br:1][C:2]1[CH:7]=[CH:6][C:5]([NH:8][C:9]2[N:17]=[C:16](Cl)[CH:15]=[CH:14][C:10]=2[C:11]([OH:13])=[O:12])=[C:4]([F:19])[CH:3]=1.BrC1C=CC(N)=C(F)C=1.C[Si]([N-][Si](C)(C)C)(C)C.[Li+].ClC1N=C(Cl)C=CC=1C(O)=[O:43]. The catalyst is C1COCC1. (5) The reactants are [CH3:1][C:2]1[C:14]2[C:13](=[O:15])[C:12]3[C:7](=[CH:8][CH:9]=[C:10]([C:16]([O:18]C)=[O:17])[CH:11]=3)[NH:6][C:5]=2[N:4]([C:20]2[CH:25]=[CH:24][CH:23]=[CH:22][N:21]=2)[N:3]=1.[OH-].[Na+].Cl. The catalyst is C(O)C. The product is [CH3:1][C:2]1[C:14]2[C:13](=[O:15])[C:12]3[C:7](=[CH:8][CH:9]=[C:10]([C:16]([OH:18])=[O:17])[CH:11]=3)[NH:6][C:5]=2[N:4]([C:20]2[CH:25]=[CH:24][CH:23]=[CH:22][N:21]=2)[N:3]=1. The yield is 0.930. (6) The reactants are [NH2:1][C:2]([NH:4][C:5]1[S:6][C:7]([C:11]2[CH:12]=[C:13]([NH:17]C(=O)C3C=CC(OCC4C=CC=CC=4)=CC=3)[CH:14]=[CH:15][CH:16]=2)=[C:8]([CH3:10])[N:9]=1)=[NH:3].[Cl:34][C:35]1[C:39]2[CH:40]=[CH:41][C:42]([CH2:44][CH3:45])=[CH:43][C:38]=2[S:37][C:36]=1[C:46](Cl)=[O:47]. No catalyst specified. The product is [NH2:3][C:2]([NH:4][C:5]1[S:6][C:7]([C:11]2[CH:12]=[C:13]([NH:17][C:46]([C:36]3[S:37][C:38]4[CH:43]=[C:42]([CH2:44][CH3:45])[CH:41]=[CH:40][C:39]=4[C:35]=3[Cl:34])=[O:47])[CH:14]=[CH:15][CH:16]=2)=[C:8]([CH3:10])[N:9]=1)=[NH:1]. The yield is 0.260. (7) The yield is 0.560. The reactants are [O:1]=[C:2]([N:14]1[CH2:19][CH2:18][NH:17][CH2:16][CH2:15]1)[CH2:3][N:4]1[C:8](=[O:9])[C:7]2[CH:10]=[CH:11][CH:12]=[CH:13][C:6]=2[S:5]1.C(Cl)(=O)O.Cl[C:25]([O:27][C:28]1[CH:33]=[CH:32][C:31]([N+:34]([O-:36])=[O:35])=[CH:30][CH:29]=1)=[O:26]. The catalyst is CN(C1C=CN=CC=1)C.C(Cl)Cl. The product is [O:9]=[C:8]1[C:7]2[CH:10]=[CH:11][CH:12]=[CH:13][C:6]=2[S:5][N:4]1[CH2:3][C:2]([N:14]1[CH2:19][CH2:18][N:17]([C:25]([O:27][C:28]2[CH:29]=[CH:30][C:31]([N+:34]([O-:36])=[O:35])=[CH:32][CH:33]=2)=[O:26])[CH2:16][CH2:15]1)=[O:1]. (8) The reactants are Cl[C:2]1[CH:3]=[CH:4][N:5]2[C:10]([C:11]=1[CH3:12])=[C:9]([CH:13]1[CH2:15][CH2:14]1)[CH:8]=[C:7]([C:16]([O:18][CH3:19])=[O:17])[C:6]2=[O:20].[C:21]([C:23]1[CH:28]=[CH:27][C:26](B(O)O)=[CH:25][C:24]=1[F:32])#[N:22]. No catalyst specified. The product is [C:21]([C:23]1[CH:28]=[CH:27][C:26]([C:2]2[CH:3]=[CH:4][N:5]3[C:10]([C:11]=2[CH3:12])=[C:9]([CH:13]2[CH2:15][CH2:14]2)[CH:8]=[C:7]([C:16]([O:18][CH3:19])=[O:17])[C:6]3=[O:20])=[CH:25][C:24]=1[F:32])#[N:22]. The yield is 0.980. (9) The reactants are O[CH2:2][C:3]1[CH:8]=[CH:7][C:6]([C@@H:9]([NH:11][C:12](=[O:18])[O:13][C:14]([CH3:17])([CH3:16])[CH3:15])[CH3:10])=[CH:5][CH:4]=1.CS([Cl:23])(=O)=O.C(N(CC)CC)C.CCOC(C)=O.CCCCCCC. The catalyst is C(Cl)Cl. The product is [Cl:23][CH2:2][C:3]1[CH:8]=[CH:7][C:6]([C@@H:9]([NH:11][C:12](=[O:18])[O:13][C:14]([CH3:17])([CH3:16])[CH3:15])[CH3:10])=[CH:5][CH:4]=1. The yield is 0.471.